Predict which catalyst facilitates the given reaction. From a dataset of Catalyst prediction with 721,799 reactions and 888 catalyst types from USPTO. (1) Reactant: [CH2:1]([N:8]([CH3:33])[C:9]1[CH:14]=[CH:13][C:12]([C:15]([CH3:29])([CH2:23]OS(C)(=O)=O)[C:16]([N:18]2[CH2:22][CH2:21][CH2:20][CH2:19]2)=[O:17])=[CH:11][C:10]=1[N+:30]([O-:32])=[O:31])[C:2]1[CH:7]=[CH:6][CH:5]=[CH:4][CH:3]=1.[N-:34]=[N+:35]=[N-:36].[Na+]. Product: [CH2:1]([N:8]([CH3:33])[C:9]1[CH:14]=[CH:13][C:12]([C:15]([CH3:29])([CH2:23][N:34]=[N+:35]=[N-:36])[C:16]([N:18]2[CH2:19][CH2:20][CH2:21][CH2:22]2)=[O:17])=[CH:11][C:10]=1[N+:30]([O-:32])=[O:31])[C:2]1[CH:3]=[CH:4][CH:5]=[CH:6][CH:7]=1. The catalyst class is: 9. (2) Reactant: C([O:3][C:4](=[O:35])[C:5]([CH3:34])([O:7][C:8]1[CH:13]=[CH:12][C:11]([O:14][CH2:15][C:16]2[C:17]([CH3:32])=[N:18][C:19]([C:22]3[CH:27]=[CH:26][C:25]([C:28]([F:31])([F:30])[F:29])=[CH:24][CH:23]=3)=[CH:20][CH:21]=2)=[CH:10][C:9]=1[CH3:33])[CH3:6])C.[OH-].[Na+]. Product: [CH3:34][C:5]([O:7][C:8]1[CH:13]=[CH:12][C:11]([O:14][CH2:15][C:16]2[C:17]([CH3:32])=[N:18][C:19]([C:22]3[CH:27]=[CH:26][C:25]([C:28]([F:30])([F:31])[F:29])=[CH:24][CH:23]=3)=[CH:20][CH:21]=2)=[CH:10][C:9]=1[CH3:33])([CH3:6])[C:4]([OH:35])=[O:3]. The catalyst class is: 242. (3) Reactant: CS(C)=O.[O:5]=[C:6]1[C@@H:12]([NH:13][C:14](=[O:38])[C@H:15]([OH:37])[C@@H:16]([NH:20][C:21]([C:23]2([NH:29][C:30]([N:32]3[CH2:36][CH2:35][CH2:34][CH2:33]3)=[O:31])[CH2:28][CH2:27][CH2:26][CH2:25][CH2:24]2)=[O:22])[CH:17]([CH3:19])[CH3:18])[CH2:11][CH2:10][CH2:9][CH2:8][NH:7]1.I(C1C=CC=CC=1C(O)=O)(=O)=O.S([O-])([O-])(=O)=S.[Na+].[Na+]. Product: [O:5]=[C:6]1[C@@H:12]([NH:13][C:14](=[O:38])[C:15](=[O:37])[C@@H:16]([NH:20][C:21]([C:23]2([NH:29][C:30]([N:32]3[CH2:33][CH2:34][CH2:35][CH2:36]3)=[O:31])[CH2:28][CH2:27][CH2:26][CH2:25][CH2:24]2)=[O:22])[CH:17]([CH3:18])[CH3:19])[CH2:11][CH2:10][CH2:9][CH2:8][NH:7]1. The catalyst class is: 69. (4) Reactant: [CH2:1]=O.[OH:3][C:4]1[CH:9]=[CH:8][C:7]([C:10](=[O:12])[CH3:11])=[CH:6][CH:5]=1.[CH3:13][N:14]1[CH2:19][CH2:18][NH:17][CH2:16][CH2:15]1. Product: [OH:3][C:4]1[CH:9]=[CH:8][C:7]([C:10](=[O:12])[CH3:11])=[CH:6][C:5]=1[CH2:13][N:14]1[CH2:19][CH2:18][N:17]([CH3:1])[CH2:16][CH2:15]1. The catalyst class is: 14. (5) Reactant: [OH-].[Li+].[CH3:3][N:4]1[CH2:9][CH2:8][N:7]([CH2:10][C:11]2[CH:20]=[CH:19][C:14]([C:15]([O:17]C)=[O:16])=[CH:13][CH:12]=2)[CH2:6][CH2:5]1. Product: [CH3:3][N:4]1[CH2:5][CH2:6][N:7]([CH2:10][C:11]2[CH:20]=[CH:19][C:14]([C:15]([OH:17])=[O:16])=[CH:13][CH:12]=2)[CH2:8][CH2:9]1. The catalyst class is: 72. (6) Reactant: [I-].[F:2][C:3]1([F:27])[O:7][C:6]2[CH:8]=[CH:9][C:10]([N:12]3[CH:16]=[C:15]([CH3:17])[S:14]/[C:13]/3=[N:18]\[C:19]([N:21]3[CH:25]=[CH:24][N+](C)=C3)=[O:20])=[CH:11][C:5]=2[O:4]1.[CH:28](N(C(C)C)CC)(C)C.CC(N)C. Product: [F:2][C:3]1([F:27])[O:7][C:6]2[CH:8]=[CH:9][C:10]([N:12]3[CH:16]=[C:15]([CH3:17])[S:14]/[C:13]/3=[N:18]\[C:19]([NH:21][CH:25]([CH3:28])[CH3:24])=[O:20])=[CH:11][C:5]=2[O:4]1. The catalyst class is: 10. (7) Reactant: [NH2:1][C:2]1[CH:7]=[CH:6][C:5]([N:8]2[CH2:13][CH2:12][N:11]([CH2:14][C:15]3[CH:20]=[CH:19][C:18]([C:21]([OH:30])([C:26]([F:29])([F:28])[F:27])[C:22]([F:25])([F:24])[F:23])=[CH:17][CH:16]=3)[CH2:10][CH2:9]2)=[CH:4][CH:3]=1.[N:31]1[CH:36]=[CH:35][C:34]([NH:37][C:38](=O)[O:39]C2C=CC=CC=2)=[CH:33][CH:32]=1. Product: [F:27][C:26]([F:29])([F:28])[C:21]([C:18]1[CH:17]=[CH:16][C:15]([CH2:14][N:11]2[CH2:10][CH2:9][N:8]([C:5]3[CH:4]=[CH:3][C:2]([NH:1][C:38]([NH:37][C:34]4[CH:35]=[CH:36][N:31]=[CH:32][CH:33]=4)=[O:39])=[CH:7][CH:6]=3)[CH2:13][CH2:12]2)=[CH:20][CH:19]=1)([OH:30])[C:22]([F:23])([F:24])[F:25]. The catalyst class is: 12. (8) Product: [Br:12][C:13]1[C:14]([Cl:23])=[N:15][CH:16]=[C:17]([S:19]([CH2:25][CH3:26])(=[O:21])=[O:20])[CH:18]=1. The catalyst class is: 6. Reactant: S([O-])([O-])=O.[Na+].[Na+].C(=O)(O)[O-].[Na+].[Br:12][C:13]1[C:14]([Cl:23])=[N:15][CH:16]=[C:17]([S:19](Cl)(=[O:21])=[O:20])[CH:18]=1.I[CH2:25][CH3:26]. (9) Reactant: [NH2:1][C@@H:2]([CH2:33][C:34]1[CH:39]=[CH:38][CH:37]=[CH:36][CH:35]=1)[C@@H:3]([OH:32])[CH2:4][C@@H:5]([NH:19][C:20]([C@@H:22]([NH:27][C:28](=[O:31])[O:29][CH3:30])[C:23]([CH3:26])([CH3:25])[CH3:24])=[O:21])[CH2:6][C:7]1[CH:12]=[CH:11][C:10]([C:13]2[CH:18]=[CH:17][CH:16]=[CH:15][N:14]=2)=[CH:9][CH:8]=1.[CH:40]([C:43]1[S:44][CH:45]=[C:46]([CH2:48][N:49]2[C:53](=[O:54])[CH2:52][N:51]([C@@H:55]([C@@H:59]([CH3:62])[CH2:60][CH3:61])[C:56](O)=[O:57])[C:50]2=[O:63])[N:47]=1)([CH3:42])[CH3:41].CCOP(ON1N=NC2C=CC=CC=2C1=O)(OCC)=O.C(N(CC)C(C)C)(C)C. Product: [OH:32][C@H:3]([C@@H:2]([NH:1][C:56](=[O:57])[C@@H:55]([N:51]1[CH2:52][C:53](=[O:54])[N:49]([CH2:48][C:46]2[N:47]=[C:43]([CH:40]([CH3:42])[CH3:41])[S:44][CH:45]=2)[C:50]1=[O:63])[CH:59]([CH3:62])[CH2:60][CH3:61])[CH2:33][C:34]1[CH:35]=[CH:36][CH:37]=[CH:38][CH:39]=1)[CH2:4][C@@H:5]([NH:19][C:20]([C@@H:22]([NH:27][C:28](=[O:31])[O:29][CH3:30])[C:23]([CH3:26])([CH3:25])[CH3:24])=[O:21])[CH2:6][C:7]1[CH:12]=[CH:11][C:10]([C:13]2[CH:18]=[CH:17][CH:16]=[CH:15][N:14]=2)=[CH:9][CH:8]=1. The catalyst class is: 1. (10) Reactant: [C:1]([CH2:3][C:4]1[CH:12]=[CH:11][C:10]([CH3:13])=[CH:9][C:5]=1[C:6]([NH2:8])=[O:7])#[N:2].C(=O)([O-])[O-].[K+].[K+]. Product: [NH2:2][C:1]1[NH:8][C:6](=[O:7])[C:5]2[C:4]([CH:3]=1)=[CH:12][CH:11]=[C:10]([CH3:13])[CH:9]=2. The catalyst class is: 5.